This data is from Full USPTO retrosynthesis dataset with 1.9M reactions from patents (1976-2016). The task is: Predict the reactants needed to synthesize the given product. Given the product [Br:1][C:2]1[CH:7]=[CH:6][C:5]([CH2:8][CH2:9][O:10][CH2:24][O:25][CH3:26])=[CH:4][CH:3]=1, predict the reactants needed to synthesize it. The reactants are: [Br:1][C:2]1[CH:7]=[CH:6][C:5]([CH2:8][CH2:9][OH:10])=[CH:4][CH:3]=1.C(N(C(C)C)C(C)C)C.C(Cl)(Cl)Cl.[CH3:24][O:25][CH2:26]Cl.